This data is from Forward reaction prediction with 1.9M reactions from USPTO patents (1976-2016). The task is: Predict the product of the given reaction. (1) Given the reactants FC(F)(F)C(O)=O.[NH:8]1[CH2:11][CH:10]([NH:12][C:13]([C:15]2[NH:16][C:17]([CH3:22])=[C:18]([Cl:21])[C:19]=2[Cl:20])=[O:14])[CH2:9]1.Br[C:24]1[S:25][C:26]([C:30]([O:32][CH2:33][CH3:34])=[O:31])=[C:27]([CH3:29])[N:28]=1.C(N(CC)CC)C, predict the reaction product. The product is: [Cl:20][C:19]1[C:18]([Cl:21])=[C:17]([CH3:22])[NH:16][C:15]=1[C:13]([NH:12][CH:10]1[CH2:11][N:8]([C:24]2[S:25][C:26]([C:30]([O:32][CH2:33][CH3:34])=[O:31])=[C:27]([CH3:29])[N:28]=2)[CH2:9]1)=[O:14]. (2) Given the reactants [Cl:1][C:2]1[C:7]([C:8](Cl)=[O:9])=[C:6]([Cl:11])[N:5]=[CH:4][N:3]=1.[F:12][C:13]1[CH:14]=[C:15]([CH:17]=[CH:18][C:19]=1[O:20][CH3:21])[NH2:16], predict the reaction product. The product is: [Cl:1][C:2]1[C:7]([C:8]([NH:16][C:15]2[CH:17]=[CH:18][C:19]([O:20][CH3:21])=[C:13]([F:12])[CH:14]=2)=[O:9])=[C:6]([Cl:11])[N:5]=[CH:4][N:3]=1. (3) Given the reactants [CH3:1][O:2][C:3]1[C:12]([CH3:13])=[C:11]2[C:6]([C:7]([O:26][CH2:27][CH2:28][C@@H:29]3[NH:43][C:42](=[O:44])[N:41]([CH3:45])[CH2:40][CH2:39][CH2:38][CH2:37][CH:36]=[CH:35][C@H:34]4[C@@:32]([C:46]([O:48]CC)=[O:47])([CH2:33]4)[NH:31][C:30]3=[O:51])=[CH:8][C:9]([C:14]3[CH:15]=[N:16][N:17]([CH2:19][C:20]4[CH:25]=[CH:24][CH:23]=[CH:22][CH:21]=4)[CH:18]=3)=[N:10]2)=[CH:5][CH:4]=1.C(C1N=C(C2C=C(OCC[C@@H]3NC(=O)N(C)CCCCC=C[C@H]4[C@@](C(O)=O)(C4)NC3=O)C3C(=C(C)C(OC)=CC=3)N=2)SC=1)(C)C, predict the reaction product. The product is: [CH2:19]([N:17]1[CH:18]=[C:14]([C:9]2[CH:8]=[C:7]([O:26][CH2:27][CH2:28][C@@H:29]3[NH:43][C:42](=[O:44])[N:41]([CH3:45])[CH2:40][CH2:39][CH2:38][CH2:37][CH:36]=[CH:35][C@H:34]4[C@@:32]([C:46]([OH:48])=[O:47])([CH2:33]4)[NH:31][C:30]3=[O:51])[C:6]3[C:11](=[C:12]([CH3:13])[C:3]([O:2][CH3:1])=[CH:4][CH:5]=3)[N:10]=2)[CH:15]=[N:16]1)[C:20]1[CH:21]=[CH:22][CH:23]=[CH:24][CH:25]=1. (4) Given the reactants CC1C=C(N2CCN(CCOC3C=CC=CC=3)C2=O)SC=1C(O)=O.[F:25][C:26]1[CH:47]=[CH:46][C:29]([CH2:30][N:31]2[CH2:35][CH2:34][N:33]([C:36]3[S:40][C:39]([C:41]([OH:43])=O)=[C:38]([CH3:44])[CH:37]=3)[C:32]2=[O:45])=[CH:28][CH:27]=1.O.C(O)(=O)C(O)=O.C(O)(=O)C(O)=O.[CH3:61][C:62]1[C:66]([CH2:67][NH2:68])=[C:65]([CH3:69])[NH:64][N:63]=1, predict the reaction product. The product is: [CH3:61][C:62]1[C:66]([CH2:67][NH:68][C:41]([C:39]2[S:40][C:36]([N:33]3[CH2:34][CH2:35][N:31]([CH2:30][C:29]4[CH:46]=[CH:47][C:26]([F:25])=[CH:27][CH:28]=4)[C:32]3=[O:45])=[CH:37][C:38]=2[CH3:44])=[O:43])=[C:65]([CH3:69])[NH:64][N:63]=1.